From a dataset of Forward reaction prediction with 1.9M reactions from USPTO patents (1976-2016). Predict the product of the given reaction. Given the reactants [F:1][C:2]1[C:6]([C:7]2[CH:8]=[N:9][CH:10]=[CH:11][CH:12]=2)=[N:5][S:4][N:3]=1.[CH3:13]I, predict the reaction product. The product is: [F:1][C:2]1[C:6]([C:7]2[CH2:8][N:9]([CH3:13])[CH2:10][CH2:11][CH:12]=2)=[N:5][S:4][N:3]=1.